This data is from NCI-60 drug combinations with 297,098 pairs across 59 cell lines. The task is: Regression. Given two drug SMILES strings and cell line genomic features, predict the synergy score measuring deviation from expected non-interaction effect. (1) Drug 1: CC1=C2C(C(=O)C3(C(CC4C(C3C(C(C2(C)C)(CC1OC(=O)C(C(C5=CC=CC=C5)NC(=O)OC(C)(C)C)O)O)OC(=O)C6=CC=CC=C6)(CO4)OC(=O)C)O)C)O. Drug 2: C1=NC2=C(N1)C(=S)N=CN2. Cell line: OVCAR3. Synergy scores: CSS=64.1, Synergy_ZIP=-5.86, Synergy_Bliss=-11.7, Synergy_Loewe=-16.8, Synergy_HSA=-10.0. (2) Drug 2: CC1=C2C(C(=O)C3(C(CC4C(C3C(C(C2(C)C)(CC1OC(=O)C(C(C5=CC=CC=C5)NC(=O)OC(C)(C)C)O)O)OC(=O)C6=CC=CC=C6)(CO4)OC(=O)C)O)C)O. Drug 1: CN1C(=O)N2C=NC(=C2N=N1)C(=O)N. Cell line: DU-145. Synergy scores: CSS=-3.12, Synergy_ZIP=-0.0789, Synergy_Bliss=-2.99, Synergy_Loewe=-5.13, Synergy_HSA=-5.90. (3) Drug 1: C1=CC(=CC=C1CCC2=CNC3=C2C(=O)NC(=N3)N)C(=O)NC(CCC(=O)O)C(=O)O. Drug 2: C1CN(CCN1C(=O)CCBr)C(=O)CCBr. Cell line: UACC62. Synergy scores: CSS=17.2, Synergy_ZIP=-4.44, Synergy_Bliss=0.419, Synergy_Loewe=1.57, Synergy_HSA=3.00. (4) Drug 1: C1=CC(=C2C(=C1NCCNCCO)C(=O)C3=C(C=CC(=C3C2=O)O)O)NCCNCCO. Drug 2: CCCS(=O)(=O)NC1=C(C(=C(C=C1)F)C(=O)C2=CNC3=C2C=C(C=N3)C4=CC=C(C=C4)Cl)F. Cell line: SF-295. Synergy scores: CSS=66.4, Synergy_ZIP=4.24, Synergy_Bliss=4.14, Synergy_Loewe=-37.0, Synergy_HSA=4.61. (5) Drug 1: C1CN1C2=NC(=NC(=N2)N3CC3)N4CC4. Drug 2: COC1=C2C(=CC3=C1OC=C3)C=CC(=O)O2. Cell line: EKVX. Synergy scores: CSS=7.76, Synergy_ZIP=-2.63, Synergy_Bliss=2.28, Synergy_Loewe=-1.13, Synergy_HSA=1.62. (6) Drug 1: C1=CC(=C2C(=C1NCCNCCO)C(=O)C3=C(C=CC(=C3C2=O)O)O)NCCNCCO. Drug 2: CC12CCC3C(C1CCC2OP(=O)(O)O)CCC4=C3C=CC(=C4)OC(=O)N(CCCl)CCCl.[Na+]. Cell line: OVCAR-5. Synergy scores: CSS=11.1, Synergy_ZIP=-9.28, Synergy_Bliss=-9.27, Synergy_Loewe=-8.61, Synergy_HSA=-5.75. (7) Drug 1: CC1CCC2CC(C(=CC=CC=CC(CC(C(=O)C(C(C(=CC(C(=O)CC(OC(=O)C3CCCCN3C(=O)C(=O)C1(O2)O)C(C)CC4CCC(C(C4)OC)O)C)C)O)OC)C)C)C)OC. Drug 2: CC(C)(C#N)C1=CC(=CC(=C1)CN2C=NC=N2)C(C)(C)C#N. Cell line: RXF 393. Synergy scores: CSS=-0.110, Synergy_ZIP=0.442, Synergy_Bliss=-1.33, Synergy_Loewe=-0.0232, Synergy_HSA=-1.60.